Dataset: Reaction yield outcomes from USPTO patents with 853,638 reactions. Task: Predict the reaction yield, written as a fraction of the theoretical maximum amount of product (1.0 means a 100% yield; for example, 0.34 means a 34% yield). (1) The reactants are [CH2:1]([O:8][C:9]1[CH:10]=[CH:11][C:12]([OH:17])=[C:13]([CH:16]=1)[CH:14]=[O:15])[C:2]1[CH:7]=[CH:6][CH:5]=[CH:4][CH:3]=1.[C:18]1([Li])[CH:23]=[CH:22][CH:21]=[CH:20][CH:19]=1. The catalyst is C1COCC1. The product is [CH2:1]([O:8][C:9]1[CH:10]=[CH:11][C:12]([OH:17])=[C:13]([CH:14]([OH:15])[C:18]2[CH:23]=[CH:22][CH:21]=[CH:20][CH:19]=2)[CH:16]=1)[C:2]1[CH:3]=[CH:4][CH:5]=[CH:6][CH:7]=1. The yield is 0.930. (2) The reactants are C[Si](C)(C)[N:3]1[CH2:7][C@H:6]([O:8][Si:9]([CH3:12])([CH3:11])[CH3:10])[CH2:5][C@H:4]1[C:13]([O:15][Si:16]([CH3:19])([CH3:18])[CH3:17])=[O:14].[Br:22][CH2:23][C:24](F)=[O:25].[Si](F)(C)(C)C. The catalyst is ClCCl. The product is [Br:22][CH2:23][C:24]([N:3]1[CH2:7][C@H:6]([O:8][Si:9]([CH3:10])([CH3:11])[CH3:12])[CH2:5][C@H:4]1[C:13]([O:15][Si:16]([CH3:17])([CH3:18])[CH3:19])=[O:14])=[O:25]. The yield is 0.950. (3) The reactants are C([O:4][C:5]1[CH:12]=[CH:11][C:8]([CH:9]=[CH2:10])=[CH:7][CH:6]=1)(=O)C.C[O-].[Na+]. The catalyst is C(OCC)(=O)C. The product is [OH:4][C:5]1[CH:12]=[CH:11][C:8]([CH:9]=[CH2:10])=[CH:7][CH:6]=1. The yield is 0.540. (4) The reactants are [OH:1][C:2]1[CH:9]=[CH:8][C:5]([CH2:6][OH:7])=[CH:4][CH:3]=1.C([O-])([O-])=O.[K+].[K+].[CH2:16](Br)[C:17]#[CH:18]. The catalyst is C(#N)C.C1(C)C=CC=CC=1. The product is [CH2:18]([O:1][C:2]1[CH:9]=[CH:8][C:5]([CH2:6][OH:7])=[CH:4][CH:3]=1)[C:17]#[CH:16]. The yield is 0.955.